Dataset: Forward reaction prediction with 1.9M reactions from USPTO patents (1976-2016). Task: Predict the product of the given reaction. (1) Given the reactants [CH2:1]([O:3][C:4](=[O:21])[C:5]([O:8][C:9]1[CH:14]=[CH:13][C:12]([CH:15]([C:17]([OH:19])=O)[CH3:16])=[CH:11][C:10]=1[CH3:20])([CH3:7])[CH3:6])[CH3:2].[CH3:22][C:23]1[C:28]([NH2:29])=[CH:27][CH:26]=[C:25]([C:30]2[CH:35]=[CH:34][C:33]([C:36]([F:39])([F:38])[F:37])=[CH:32][CH:31]=2)[N:24]=1, predict the reaction product. The product is: [CH2:1]([O:3][C:4](=[O:21])[C:5]([CH3:6])([O:8][C:9]1[CH:14]=[CH:13][C:12]([CH:15]([C:17](=[O:19])[NH:29][C:28]2[C:23]([CH3:22])=[N:24][C:25]([C:30]3[CH:31]=[CH:32][C:33]([C:36]([F:39])([F:37])[F:38])=[CH:34][CH:35]=3)=[CH:26][CH:27]=2)[CH3:16])=[CH:11][C:10]=1[CH3:20])[CH3:7])[CH3:2]. (2) Given the reactants [Cl:1][C:2]1[CH:7]=[CH:6][C:5]([C:8]2[N:9]([CH2:23][C@H:24]([OH:29])[C:25]([F:28])([F:27])[F:26])[C:10](=[O:22])[N:11]([CH2:13][C:14]3[N:18]=[C:17]([CH:19]([OH:21])[CH3:20])[NH:16][N:15]=3)[N:12]=2)=[CH:4][CH:3]=1.[Cl:30][C:31]1[CH:32]=[C:33](B(O)O)[CH:34]=[CH:35][C:36]=1[F:37], predict the reaction product. The product is: [Cl:30][C:31]1[CH:32]=[C:33]([N:16]2[C:17]([CH:19]([OH:21])[CH3:20])=[N:18][C:14]([CH2:13][N:11]3[C:10](=[O:22])[N:9]([CH2:23][C@H:24]([OH:29])[C:25]([F:26])([F:28])[F:27])[C:8]([C:5]4[CH:4]=[CH:3][C:2]([Cl:1])=[CH:7][CH:6]=4)=[N:12]3)=[N:15]2)[CH:34]=[CH:35][C:36]=1[F:37]. (3) Given the reactants Br[C:2]1[C:7]2[NH:8][C:9]([N:11]3[CH2:16][CH2:15][N:14]([C:17]4[N:22]=[CH:21][C:20]([CH2:23][OH:24])=[CH:19][C:18]=4[Cl:25])[CH2:13][C@H:12]3[CH3:26])=[N:10][C:6]=2[CH:5]=[C:4]([C:27]([F:30])([F:29])[F:28])[CH:3]=1.C(B(CC)[C:34]1[CH:35]=[N:36][CH:37]=[CH:38][CH:39]=1)C, predict the reaction product. The product is: [Cl:25][C:18]1[CH:19]=[C:20]([CH2:23][OH:24])[CH:21]=[N:22][C:17]=1[N:14]1[CH2:15][CH2:16][N:11]([C:9]2[NH:8][C:7]3[C:2]([C:34]4[CH:35]=[N:36][CH:37]=[CH:38][CH:39]=4)=[CH:3][C:4]([C:27]([F:29])([F:30])[F:28])=[CH:5][C:6]=3[N:10]=2)[C@H:12]([CH3:26])[CH2:13]1. (4) The product is: [O:2]1[C:6]2[CH:7]=[CH:8][CH:9]=[CH:10][C:5]=2[C:4]([CH:11]2[CH2:12][CH2:13][NH:14][CH2:15][CH2:16]2)=[CH:3]1. Given the reactants Cl.[O:2]1[C:6]2[CH:7]=[CH:8][CH:9]=[CH:10][C:5]=2[C:4]([C:11]2[CH2:12][CH2:13][NH:14][CH2:15][CH:16]=2)=[CH:3]1.C([O-])=O.[NH4+], predict the reaction product. (5) Given the reactants [O:1]=[C:2]1[CH2:5][N:4]([C:6]([O:8][CH2:9][C:10]2[CH:15]=[CH:14][CH:13]=[CH:12][CH:11]=2)=[O:7])[CH2:3]1.[OH:16][CH2:17][CH:18]([CH2:21]O)[CH2:19][OH:20].C1(C)C=CC(S(O)(=O)=O)=CC=1.C([O-])(O)=O.[Na+], predict the reaction product. The product is: [OH:16][CH2:17][CH:18]1[CH2:19][O:20][C:2]2([CH2:5][N:4]([C:6]([O:8][CH2:9][C:10]3[CH:15]=[CH:14][CH:13]=[CH:12][CH:11]=3)=[O:7])[CH2:3]2)[O:1][CH2:21]1.